From a dataset of Reaction yield outcomes from USPTO patents with 853,638 reactions. Predict the reaction yield, written as a fraction of the theoretical maximum amount of product (1.0 means a 100% yield; for example, 0.34 means a 34% yield). (1) The reactants are [N:1]1([C:7]2[N:12]=[C:11]([N:13]3[CH:18]4[CH2:19][CH2:20][CH:14]3[CH2:15][O:16][CH2:17]4)[N:10]=[C:9]([C:21]3[CH:27]=[CH:26][C:24]([NH2:25])=[CH:23][CH:22]=3)[N:8]=2)[CH2:6][CH2:5][O:4][CH2:3][CH2:2]1.ClC(Cl)(O[C:32](=[O:38])OC(Cl)(Cl)Cl)Cl.[F:40][C:41]1[CH:47]=[CH:46][C:44]([NH2:45])=[CH:43][CH:42]=1. No catalyst specified. The product is [F:40][C:41]1[CH:47]=[CH:46][C:44]([NH:45][C:32]([NH:25][C:24]2[CH:26]=[CH:27][C:21]([C:9]3[N:8]=[C:7]([N:1]4[CH2:2][CH2:3][O:4][CH2:5][CH2:6]4)[N:12]=[C:11]([N:13]4[CH:14]5[CH2:20][CH2:19][CH:18]4[CH2:17][O:16][CH2:15]5)[N:10]=3)=[CH:22][CH:23]=2)=[O:38])=[CH:43][CH:42]=1. The yield is 0.490. (2) The reactants are [CH3:1][O:2][C:3]1[CH:8]=[CH:7][C:6]([C:9]#[C:10][CH2:11][CH2:12][CH2:13][OH:14])=[CH:5][CH:4]=1.[H][H]. The product is [CH3:1][O:2][C:3]1[CH:8]=[CH:7][C:6]([CH2:9][CH2:10][CH2:11][CH2:12][CH2:13][OH:14])=[CH:5][CH:4]=1. The yield is 0.920. The catalyst is [Pd].C(O)C. (3) The reactants are Br[C:2]1[N:3]=[C:4]([C:23]2[O:24][C:25]([C:28]3[CH:33]=[CH:32][C:31]([CH2:34][Br:35])=[CH:30][CH:29]=3)=[N:26][N:27]=2)[C:5]([N:8]([C:16]([O:18][C:19]([CH3:22])([CH3:21])[CH3:20])=[O:17])[C:9](=[O:15])[O:10][C:11]([CH3:14])([CH3:13])[CH3:12])=[N:6][CH:7]=1.CC1(C)C(C)(C)OB([C:44]2[CH2:45][CH2:46][N:47]([C:50]([O:52][C:53]([CH3:56])([CH3:55])[CH3:54])=[O:51])[CH2:48][CH:49]=2)O1.C(P(C(C)(C)C)C1C=CC(N(C)C)=CC=1)(C)(C)C.C([O-])([O-])=O.[K+].[K+]. The catalyst is C1(C)C=CC=CC=1.Cl[Pd]Cl.O. The product is [C:11]([O:10][C:9]([N:8]([C:16]([O:18][C:19]([CH3:21])([CH3:20])[CH3:22])=[O:17])[C:5]1[N:6]=[CH:7][C:2]([C:44]2[CH2:49][CH2:48][N:47]([C:50]([O:52][C:53]([CH3:56])([CH3:55])[CH3:54])=[O:51])[CH2:46][CH:45]=2)=[N:3][C:4]=1[C:23]1[O:24][C:25]([C:28]2[CH:33]=[CH:32][C:31]([CH2:34][Br:35])=[CH:30][CH:29]=2)=[N:26][N:27]=1)=[O:15])([CH3:13])([CH3:14])[CH3:12]. The yield is 0.600. (4) The reactants are [CH3:1][O:2][C:3]1[C:16]2[C:15]3[N:14]=[CH:13][CH:12]=[CH:11][C:10]=3[C:9](=[O:17])[N:8]([CH2:18][O:19][CH3:20])[C:7]=2[CH:6]=[C:5]([C:21]([O:23][CH2:24][CH3:25])=[O:22])[CH:4]=1. The catalyst is ClCCl.CO.[Pd]. The product is [CH3:1][O:2][C:3]1[C:16]2[C:15]3[NH:14][CH2:13][CH2:12][CH2:11][C:10]=3[C:9](=[O:17])[N:8]([CH2:18][O:19][CH3:20])[C:7]=2[CH:6]=[C:5]([C:21]([O:23][CH2:24][CH3:25])=[O:22])[CH:4]=1. The yield is 0.582. (5) The reactants are Cl.O1CCOCC1.C(OC([NH:15][CH2:16][C:17]1[CH:22]=[CH:21][C:20]([C:23](=[O:29])[CH2:24][C:25]([CH3:28])([CH3:27])[CH3:26])=[CH:19][C:18]=1[Cl:30])=O)(C)(C)C.C([O-])(O)=O.[Na+]. The catalyst is ClCCl. The product is [Cl:30][C:18]1[CH:19]=[C:20]([C:23](=[O:29])[CH2:24][C:25]([CH3:27])([CH3:26])[CH3:28])[CH:21]=[CH:22][C:17]=1[CH2:16][NH2:15]. The yield is 0.970. (6) The reactants are [Cl:1][C:2]1[N:7]=[C:6]([C:8]2[S:12][C:11]([C:13]([CH3:16])([CH3:15])[CH3:14])=[N:10][C:9]=2[C:17]2[C:18]([F:30])=[C:19]([NH:23]C(=O)OCC=C)[CH:20]=[CH:21][CH:22]=2)[CH:5]=[CH:4][N:3]=1.C([SnH](CCCC)CCCC)CCC. The catalyst is C(Cl)Cl.O.C1C=CC([P]([Pd]([P](C2C=CC=CC=2)(C2C=CC=CC=2)C2C=CC=CC=2)([P](C2C=CC=CC=2)(C2C=CC=CC=2)C2C=CC=CC=2)[P](C2C=CC=CC=2)(C2C=CC=CC=2)C2C=CC=CC=2)(C2C=CC=CC=2)C2C=CC=CC=2)=CC=1. The product is [Cl:1][C:2]1[N:7]=[C:6]([C:8]2[S:12][C:11]([C:13]([CH3:16])([CH3:15])[CH3:14])=[N:10][C:9]=2[C:17]2[C:18]([F:30])=[C:19]([CH:20]=[CH:21][CH:22]=2)[NH2:23])[CH:5]=[CH:4][N:3]=1. The yield is 0.820. (7) The reactants are C(O)C.[Br:4][C:5]1[C:6]([CH3:16])=[C:7]([N+:13]([O-:15])=[O:14])[C:8]([O:11][CH3:12])=[N:9][CH:10]=1.[C:17](OCC)(=[O:23])[C:18]([O:20][CH2:21][CH3:22])=[O:19].[O-]CC.[K+]. The catalyst is C(OCC)(=O)C.CCOCC. The product is [Br:4][C:5]1[C:6](/[CH:16]=[C:17](\[OH:23])/[C:18]([O:20][CH2:21][CH3:22])=[O:19])=[C:7]([N+:13]([O-:15])=[O:14])[C:8]([O:11][CH3:12])=[N:9][CH:10]=1. The yield is 0.460. (8) The reactants are [C:1]([OH:9])(=[O:8])/[C:2](=[C:4](\[CH:6]=O)/[Cl:5])/[Cl:3].[O:10]1[CH:14]=[CH:13][CH:12]=[C:11]1[O:15][Si](C)(C)C. The catalyst is C1(C)C=CC=CC=1.[Cl-].[Cl-].[Zn+2]. The product is [Cl:3][C:2]1([C:4]([Cl:5])=[CH:6][C:14]2[O:10][C:11](=[O:15])[CH2:12][CH:13]=2)[O:9][C:1]1=[O:8]. The yield is 0.320. (9) The yield is 0.700. The reactants are [CH3:1][O:2][C:3]1[N:4]=[C:5]2[C:10](=[CH:11][CH:12]=1)[N:9]=[CH:8][CH:7]=[C:6]2[CH2:13][CH2:14][N:15]1[CH2:19][CH2:18][C@@H:17]([CH2:20][NH2:21])[CH2:16]1.[O:22]=[C:23]1[NH:28][C:27]2[N:29]=[C:30]([CH:33]=O)[CH:31]=[CH:32][C:26]=2[S:25][CH2:24]1.[BH4-].[Na+]. The catalyst is C(Cl)Cl.CCO. The product is [CH3:1][O:2][C:3]1[N:4]=[C:5]2[C:10](=[CH:11][CH:12]=1)[N:9]=[CH:8][CH:7]=[C:6]2[CH2:13][CH2:14][N:15]1[CH2:19][CH2:18][C@@H:17]([CH2:20][NH:21][CH2:33][C:30]2[CH:31]=[CH:32][C:26]3[S:25][CH2:24][C:23](=[O:22])[NH:28][C:27]=3[N:29]=2)[CH2:16]1. (10) The reactants are [CH3:1][O:2][C:3]1[C:8]([N+:9]([O-:11])=[O:10])=[CH:7][CH:6]=[CH:5][C:4]=1B1OC(C)(C)C(C)(C)O1.Br[C:22]1[O:26][C:25]([C:27]([OH:29])=[O:28])=[CH:24][CH:23]=1.C(=O)([O-])[O-].[Na+].[Na+]. The catalyst is O1CCOCC1.O.C1C=CC([P]([Pd]([P](C2C=CC=CC=2)(C2C=CC=CC=2)C2C=CC=CC=2)([P](C2C=CC=CC=2)(C2C=CC=CC=2)C2C=CC=CC=2)[P](C2C=CC=CC=2)(C2C=CC=CC=2)C2C=CC=CC=2)(C2C=CC=CC=2)C2C=CC=CC=2)=CC=1. The product is [CH3:1][O:2][C:3]1[C:8]([N+:9]([O-:11])=[O:10])=[CH:7][CH:6]=[CH:5][C:4]=1[C:22]1[O:26][C:25]([C:27]([OH:29])=[O:28])=[CH:24][CH:23]=1. The yield is 0.561.